From a dataset of Full USPTO retrosynthesis dataset with 1.9M reactions from patents (1976-2016). Predict the reactants needed to synthesize the given product. (1) Given the product [C:38]([NH:37][C:32]1[CH:31]=[CH:30][C:35]([CH3:36])=[C:34]([C:9]2[CH2:8][CH2:7][N:6]([C:23]([O:26][C:35]([CH3:36])([CH3:34])[CH3:30])=[O:24])[CH2:11][CH:10]=2)[CH:33]=1)(=[O:42])[CH:39]([CH3:41])[CH3:40], predict the reactants needed to synthesize it. The reactants are: CC(C)(C)C(O[N:6]1[CH2:11][CH:10]=[C:9](B2OC(C)(C)C(C)(C)O2)[CH2:8][CH2:7]1)=O.[C:23]([O-:26])([O-])=[O:24].[K+].[K+].Br[C:30]1[CH:31]=[C:32]([NH:37][C:38](=[O:42])[CH:39]([CH3:41])[CH3:40])[CH:33]=[CH:34][C:35]=1[CH3:36]. (2) Given the product [CH3:14][O:15][C:16]([NH:1][C@@H:2]([CH:3]([CH3:5])[CH3:4])[C:6]([OH:8])=[O:7])=[O:17], predict the reactants needed to synthesize it. The reactants are: [NH2:1][C@H:2]([C:6]([OH:8])=[O:7])[CH:3]([CH3:5])[CH3:4].C([O-])(O)=O.[Na+].[CH3:14][O:15][C:16](Cl)=[O:17].Cl. (3) Given the product [CH:17]1([CH2:16][N:15]2[C:2]3[C:3](=[CH:4][C:5]([N+:8]([O-:10])=[O:9])=[CH:6][CH:7]=3)[CH2:11][C:12]2=[O:14])[CH2:19][CH2:18]1, predict the reactants needed to synthesize it. The reactants are: F[C:2]1[CH:7]=[CH:6][C:5]([N+:8]([O-:10])=[O:9])=[CH:4][C:3]=1[CH2:11][C:12]([OH:14])=O.[NH2:15][CH2:16][CH:17]1[CH2:19][CH2:18]1. (4) Given the product [Cl:9][CH2:10][C:11]([C:6]1[CH:7]=[C:2]([F:1])[CH:3]=[CH:4][C:5]=1[F:8])=[O:12], predict the reactants needed to synthesize it. The reactants are: [F:1][C:2]1[CH:7]=[CH:6][C:5]([F:8])=[CH:4][CH:3]=1.[Cl:9][CH2:10][C:11](Cl)=[O:12].[Cl-].[Al+3].[Cl-].[Cl-].Cl. (5) Given the product [CH3:7][C:5]1[S:4][C:3]([C:8]([O:10][CH3:11])=[O:9])=[C:2]([O:1][S:19]([C:22]([F:25])([F:24])[F:23])(=[O:20])=[O:18])[CH:6]=1, predict the reactants needed to synthesize it. The reactants are: [OH:1][C:2]1[CH:6]=[C:5]([CH3:7])[S:4][C:3]=1[C:8]([O:10][CH3:11])=[O:9].N1C=CC=CC=1.[O:18](S(C(F)(F)F)(=O)=O)[S:19]([C:22]([F:25])([F:24])[F:23])(=O)=[O:20]. (6) Given the product [F:12][C:13]([F:24])([F:25])[C:14]1[CH:15]=[C:16]([CH2:20][CH2:21][CH:22]=[O:23])[CH:17]=[CH:18][CH:19]=1, predict the reactants needed to synthesize it. The reactants are: C1C=C[NH+]=CC=1.[O-][Cr](Cl)(=O)=O.[F:12][C:13]([F:25])([F:24])[C:14]1[CH:15]=[C:16]([CH2:20][CH2:21][CH2:22][OH:23])[CH:17]=[CH:18][CH:19]=1. (7) Given the product [ClH:24].[N:1]1([CH2:6][CH2:7][CH2:8][N:9]2[CH2:10][CH2:11][CH:12]([CH2:15][NH:16][C:17](=[O:28])[C:18]3[CH:23]=[C:22]([Cl:24])[C:21]([NH2:25])=[CH:20][C:19]=3[O:26][CH3:27])[CH2:13][CH2:14]2)[CH:5]=[CH:4][N:3]=[N:2]1, predict the reactants needed to synthesize it. The reactants are: [N:1]1([CH2:6][CH2:7][CH2:8][N:9]2[CH2:14][CH2:13][CH:12]([CH2:15][NH:16][C:17](=[O:28])[C:18]3[CH:23]=[C:22]([Cl:24])[C:21]([NH2:25])=[CH:20][C:19]=3[O:26][CH3:27])[CH2:11][CH2:10]2)[CH:5]=[CH:4][N:3]=[N:2]1.Cl.COC(C)(C)C.